Task: Predict the reaction yield, written as a fraction of the theoretical maximum amount of product (1.0 means a 100% yield; for example, 0.34 means a 34% yield).. Dataset: Reaction yield outcomes from USPTO patents with 853,638 reactions (1) The reactants are [CH2:1]([C:8]1[CH:9]=[N:10][C:11]2[C:16]([C:17]=1Br)=[CH:15][CH:14]=[CH:13][C:12]=2[C:19]([F:22])([F:21])[F:20])[C:2]1[CH:7]=[CH:6][CH:5]=[CH:4][CH:3]=1.[NH:23]1[C:31]2[C:26](=[C:27](B(O)O)[CH:28]=[CH:29][CH:30]=2)[CH:25]=[CH:24]1.C(=O)([O-])[O-].[Na+].[Na+].C1(C)C=CC=CC=1. The catalyst is [Pd].C1(P(C2C=CC=CC=2)C2C=CC=CC=2)C=CC=CC=1.C1(P(C2C=CC=CC=2)C2C=CC=CC=2)C=CC=CC=1.C1(P(C2C=CC=CC=2)C2C=CC=CC=2)C=CC=CC=1.C1(P(C2C=CC=CC=2)C2C=CC=CC=2)C=CC=CC=1.C(O)C.O. The product is [CH2:1]([C:8]1[CH:9]=[N:10][C:11]2[C:16]([C:17]=1[C:27]1[CH:28]=[CH:29][CH:30]=[C:31]3[C:26]=1[CH:25]=[CH:24][NH:23]3)=[CH:15][CH:14]=[CH:13][C:12]=2[C:19]([F:22])([F:21])[F:20])[C:2]1[CH:7]=[CH:6][CH:5]=[CH:4][CH:3]=1. The yield is 0.370. (2) The reactants are [Br:1][C:2]1[CH:14]=[CH:13][C:12]2[C:11]3[C:6](=[CH:7][C:8]([Br:15])=[CH:9][CH:10]=3)[CH2:5][C:4]=2[CH:3]=1.[F:16][C:17]([F:47])([F:46])[C:18]([F:45])([F:44])[C:19]([F:43])([F:42])[C:20]([F:41])([F:40])[C:21]([F:39])([F:38])[C:22]([F:37])([F:36])[C:23]([F:35])([F:34])[C:24]([F:33])([F:32])[CH2:25][CH2:26][CH2:27][CH:28](I)[CH2:29][CH3:30].[OH-].[Na+]. The catalyst is C1(C)C=CC=CC=1.[N+](CCCC)(CCCC)(CCCC)CCCC.[Br-]. The product is [Br:1][C:2]1[CH:14]=[CH:13][C:12]2[C:11]3[C:6](=[CH:7][C:8]([Br:15])=[CH:9][CH:10]=3)[C:5]([CH2:30][CH2:29][CH2:28][CH2:27][CH2:26][CH2:25][C:24]([F:32])([F:33])[C:23]([F:34])([F:35])[C:22]([F:36])([F:37])[C:21]([F:38])([F:39])[C:20]([F:40])([F:41])[C:19]([F:42])([F:43])[C:18]([F:44])([F:45])[C:17]([F:47])([F:46])[F:16])([CH2:30][CH2:29][CH2:28][CH2:27][CH2:26][CH2:25][C:24]([F:33])([F:32])[C:23]([F:35])([F:34])[C:22]([F:37])([F:36])[C:21]([F:39])([F:38])[C:20]([F:41])([F:40])[C:19]([F:43])([F:42])[C:18]([F:45])([F:44])[C:17]([F:47])([F:46])[F:16])[C:4]=2[CH:3]=1. The yield is 0.720. (3) The reactants are Cl[C:2]1[C:11]([N+:12]([O-:14])=[O:13])=[CH:10][C:5]([C:6]([O:8][CH3:9])=[O:7])=[CH:4][N:3]=1.[NH:15]1[CH2:20][CH2:19][CH2:18][CH2:17][CH:16]1[C:21]([O:23][CH3:24])=[O:22]. The catalyst is ClCCl. The product is [CH3:24][O:23][C:21]([CH:16]1[CH2:17][CH2:18][CH2:19][CH2:20][N:15]1[C:2]1[C:11]([N+:12]([O-:14])=[O:13])=[CH:10][C:5]([C:6]([O:8][CH3:9])=[O:7])=[CH:4][N:3]=1)=[O:22]. The yield is 0.990. (4) The reactants are C([Si](C)(C)[O:6][CH2:7][CH2:8][N:9]1[CH:13]=[CH:12][C:11]([NH:14][C:15](=[O:34])[C@@H:16]([C:24]2[CH:29]=[CH:28][CH:27]=[C:26]([C:30]([F:33])([F:32])[F:31])[CH:25]=2)[CH2:17][C@H:18]2[CH2:22][CH2:21][C:20](=[O:23])[CH2:19]2)=[N:10]1)(C)(C)C.C(O)C. The catalyst is Cl.C(#N)C. The product is [OH:6][CH2:7][CH2:8][N:9]1[CH:13]=[CH:12][C:11]([NH:14][C:15](=[O:34])[C@@H:16]([C:24]2[CH:29]=[CH:28][CH:27]=[C:26]([C:30]([F:32])([F:31])[F:33])[CH:25]=2)[CH2:17][C@H:18]2[CH2:22][CH2:21][C:20](=[O:23])[CH2:19]2)=[N:10]1. The yield is 0.890. (5) The reactants are [CH2:1]([O:8][C:9]1[C:17]2[N:16]=[C:15]([C:18]([F:21])([F:20])[F:19])[N:14](O)[C:13]=2[CH:12]=[C:11]([Br:23])[CH:10]=1)[C:2]1[CH:7]=[CH:6][CH:5]=[CH:4][CH:3]=1.P(Br)(Br)Br.O.C(=O)(O)[O-].[Na+]. The catalyst is C(Cl)(Cl)Cl. The product is [CH2:1]([O:8][C:9]1[C:17]2[N:16]=[C:15]([C:18]([F:21])([F:19])[F:20])[NH:14][C:13]=2[CH:12]=[C:11]([Br:23])[CH:10]=1)[C:2]1[CH:3]=[CH:4][CH:5]=[CH:6][CH:7]=1. The yield is 0.790. (6) The reactants are [NH2:1][C:2]1[O:3][C:4]2[C:9]([C@@H:10]([C:14]3[CH:19]=[C:18]([O:20][CH3:21])[C:17]([O:22][CH3:23])=[C:16]([Br:24])[CH:15]=3)[C:11]=1[C:12]#[N:13])=[CH:8][CH:7]=[C:6]([NH:25][C:26]([C@@H:28]([NH:30]C(=O)OCC1C3C=CC=CC=3C3C1=CC=CC=3)[CH3:29])=[O:27])[C:5]=2[NH2:48].C(Cl)Cl.[OH-].[Na+]. The catalyst is CO. The product is [NH2:30][C@@H:28]([CH3:29])[C:26]([NH:25][C:6]1[C:5]([NH2:48])=[C:4]2[C:9]([C@@H:10]([C:14]3[CH:19]=[C:18]([O:20][CH3:21])[C:17]([O:22][CH3:23])=[C:16]([Br:24])[CH:15]=3)[C:11]([C:12]#[N:13])=[C:2]([NH2:1])[O:3]2)=[CH:8][CH:7]=1)=[O:27]. The yield is 0.160.